From a dataset of Reaction yield outcomes from USPTO patents with 853,638 reactions. Predict the reaction yield, written as a fraction of the theoretical maximum amount of product (1.0 means a 100% yield; for example, 0.34 means a 34% yield). (1) The reactants are C([C:4]1[CH:9]=[C:8]([O:10][C:11]2[CH:16]=[CH:15][C:14]([NH:17][C:18]([NH:20][C:21](=[O:30])[CH2:22][C:23]3[CH:28]=[CH:27][C:26]([F:29])=[CH:25][CH:24]=3)=[O:19])=[C:13]([Cl:31])[CH:12]=2)[CH:7]=[CH:6][N:5]=1)(=O)N.C[N:33](C=O)C. No catalyst specified. The product is [NH2:33][C:4]1[CH:9]=[C:8]([O:10][C:11]2[CH:16]=[CH:15][C:14]([NH:17][C:18]([NH:20][C:21](=[O:30])[CH2:22][C:23]3[CH:28]=[CH:27][C:26]([F:29])=[CH:25][CH:24]=3)=[O:19])=[C:13]([Cl:31])[CH:12]=2)[CH:7]=[CH:6][N:5]=1. The yield is 0.550. (2) The reactants are C([O:5][C:6](=O)[NH:7][CH2:8][C:9]1[N:10]=[N:11][N:12]([C:14]2[CH:19]=[CH:18][CH:17]=[C:16]([NH:20][C:21]([N:23]3[C@@H:29]4[CH2:30][N:26]([CH2:27][CH2:28]4)[C:25]4[CH:31]=[CH:32][C:33]([C:35]5[CH:40]=[CH:39][CH:38]=[C:37]([C:41]([F:44])([F:43])[F:42])[CH:36]=5)=[N:34][C:24]3=4)=[O:22])[CH:15]=2)[CH:13]=1)(C)(C)C.C(OC([NH:53][CH2:54][CH2:55][CH2:56][CH2:57][CH2:58]C(ON1C(=O)CCC1=O)=O)=O)(C)(C)C.[ClH:69]. The catalyst is FC(F)(F)C(O)=O.C(N(CC)CC)C. The product is [ClH:69].[NH2:53][CH2:54][CH2:55][CH2:56][CH2:57][CH2:58][C:6]([NH:7][CH2:8][C:9]1[N:10]=[N:11][N:12]([C:14]2[CH:15]=[C:16]([NH:20][C:21]([N:23]3[C@@H:29]4[CH2:30][N:26]([CH2:27][CH2:28]4)[C:25]4[CH:31]=[CH:32][C:33]([C:35]5[CH:40]=[CH:39][CH:38]=[C:37]([C:41]([F:42])([F:44])[F:43])[CH:36]=5)=[N:34][C:24]3=4)=[O:22])[CH:17]=[CH:18][CH:19]=2)[CH:13]=1)=[O:5]. The yield is 1.00. (3) The reactants are [CH3:1][CH:2]([CH2:4][CH2:5][CH2:6]/[C:7](/[CH3:16])=[CH:8]/[CH2:9][CH2:10]/[C:11](/[CH3:15])=[CH:12]/[CH:13]=[O:14])[CH3:3].[N+:17]([CH2:20][CH3:21])([O-:19])=[O:18]. No catalyst specified. The product is [CH3:15][CH:11]([CH2:10][CH2:9][CH:8]=[C:7]([CH3:16])[CH2:6][CH2:5][CH:4]=[C:2]([CH3:1])[CH3:3])[CH2:12][CH:13]([OH:14])[CH:20]([N+:17]([O-:19])=[O:18])[CH3:21]. The yield is 0.900. (4) The reactants are Cl[C:2]1[N:7]=[C:6]([NH:8][C:9]([C:11]2([C:14]3[CH:24]=[CH:23][C:17]4[O:18][C:19]([F:22])([F:21])[O:20][C:16]=4[CH:15]=3)[CH2:13][CH2:12]2)=[O:10])[CH:5]=[C:4]([CH3:25])[C:3]=1[CH3:26].[CH3:27][O:28][C:29]1[CH:34]=[C:33]([CH3:35])[C:32](B(O)O)=[CH:31][N:30]=1.C([O-])([O-])=O.[Na+].[Na+]. The catalyst is COCCOC.C1C=CC([P]([Pd]([P](C2C=CC=CC=2)(C2C=CC=CC=2)C2C=CC=CC=2)([P](C2C=CC=CC=2)(C2C=CC=CC=2)C2C=CC=CC=2)[P](C2C=CC=CC=2)(C2C=CC=CC=2)C2C=CC=CC=2)(C2C=CC=CC=2)C2C=CC=CC=2)=CC=1. The product is [F:21][C:19]1([F:22])[O:18][C:17]2[CH:23]=[CH:24][C:14]([C:11]3([C:9]([NH:8][C:6]4[N:7]=[C:2]([C:32]5[CH:31]=[N:30][C:29]([O:28][CH3:27])=[CH:34][C:33]=5[CH3:35])[C:3]([CH3:26])=[C:4]([CH3:25])[CH:5]=4)=[O:10])[CH2:13][CH2:12]3)=[CH:15][C:16]=2[O:20]1. The yield is 0.650. (5) The yield is 0.880. The reactants are [N+:1]([C:4]1[CH:5]=[C:6]([CH:10]=[C:11]([C:13]([F:16])([F:15])[F:14])[CH:12]=1)[C:7]([OH:9])=[O:8])([O-:3])=[O:2].[CH3:17]O. The product is [N+:1]([C:4]1[CH:5]=[C:6]([CH:10]=[C:11]([C:13]([F:14])([F:15])[F:16])[CH:12]=1)[C:7]([O:9][CH3:17])=[O:8])([O-:3])=[O:2]. No catalyst specified. (6) The reactants are [C:1]([NH2:9])([CH2:4][C:5]([CH3:8])([CH3:7])[CH3:6])([CH3:3])[CH3:2].C(N(CC)CC)C.[N+:17]([C:20]1[CH:28]=[CH:27][C:23]([C:24](Cl)=[O:25])=[CH:22][CH:21]=1)([O-:19])=[O:18]. The catalyst is ClC(Cl)C. The product is [N+:17]([C:20]1[CH:21]=[CH:22][C:23]([C:24]([NH:9][C:1]([CH2:4][C:5]([CH3:8])([CH3:7])[CH3:6])([CH3:3])[CH3:2])=[O:25])=[CH:27][CH:28]=1)([O-:19])=[O:18]. The yield is 0.760. (7) The reactants are [CH3:1][CH:2]1[CH2:8][C:7]2[CH:9]=[C:10]3[O:15][CH2:14][O:13][C:11]3=[CH:12][C:6]=2[C:5]([C:16]2[CH:21]=[CH:20][C:19]([N+:22]([O-:24])=[O:23])=[CH:18][CH:17]=2)=[N:4][N:3]1[C:25](=S)[CH2:26][C:27](=O)[CH3:28].Cl.[NH2:32][OH:33]. The catalyst is C(O)C.O. The product is [CH3:1][CH:2]1[CH2:8][C:7]2[CH:9]=[C:10]3[O:15][CH2:14][O:13][C:11]3=[CH:12][C:6]=2[C:5]([C:16]2[CH:17]=[CH:18][C:19]([N+:22]([O-:24])=[O:23])=[CH:20][CH:21]=2)=[N:4][N:3]1[C:25]1[O:33][N:32]=[C:27]([CH3:28])[CH:26]=1. The yield is 0.320.